Dataset: Catalyst prediction with 721,799 reactions and 888 catalyst types from USPTO. Task: Predict which catalyst facilitates the given reaction. Product: [S:53]1[CH:57]=[N:56][N:55]=[C:54]1[C:58]1([NH:61][C:17]([C:16]2[C:11]3[CH:10]=[N:9][N:8]([C:5]4[CH:4]=[CH:3][C:2]([F:1])=[CH:7][CH:6]=4)[C:12]=3[CH:13]=[N:14][CH:15]=2)=[O:19])[CH2:60][CH2:59]1. Reactant: [F:1][C:2]1[CH:7]=[CH:6][C:5]([N:8]2[C:12]3[CH:13]=[N:14][CH:15]=[C:16]([C:17]([OH:19])=O)[C:11]=3[CH:10]=[N:9]2)=[CH:4][CH:3]=1.C(N(CC)C(C)C)(C)C.CN(C(ON1N=NC2C=CC=CC1=2)=[N+](C)C)C.F[P-](F)(F)(F)(F)F.[S:53]1[CH:57]=[N:56][N:55]=[C:54]1[C:58]1([NH2:61])[CH2:60][CH2:59]1.C(=O)(O)[O-].[Na+]. The catalyst class is: 39.